From a dataset of Merck oncology drug combination screen with 23,052 pairs across 39 cell lines. Regression. Given two drug SMILES strings and cell line genomic features, predict the synergy score measuring deviation from expected non-interaction effect. (1) Drug 1: O=S1(=O)NC2(CN1CC(F)(F)F)C1CCC2Cc2cc(C=CCN3CCC(C(F)(F)F)CC3)ccc2C1. Drug 2: CS(=O)(=O)CCNCc1ccc(-c2ccc3ncnc(Nc4ccc(OCc5cccc(F)c5)c(Cl)c4)c3c2)o1. Cell line: PA1. Synergy scores: synergy=32.6. (2) Drug 1: CC1CC2C3CCC4=CC(=O)C=CC4(C)C3(F)C(O)CC2(C)C1(O)C(=O)CO. Drug 2: C=CCn1c(=O)c2cnc(Nc3ccc(N4CCN(C)CC4)cc3)nc2n1-c1cccc(C(C)(C)O)n1. Cell line: SW620. Synergy scores: synergy=2.55. (3) Drug 1: O=C(CCCCCCC(=O)Nc1ccccc1)NO. Drug 2: NC(=O)c1cccc2cn(-c3ccc(C4CCCNC4)cc3)nc12. Cell line: NCIH520. Synergy scores: synergy=-3.06. (4) Drug 1: CN1C(=O)C=CC2(C)C3CCC4(C)C(NC(=O)OCC(F)(F)F)CCC4C3CCC12. Drug 2: COc1cccc2c1C(=O)c1c(O)c3c(c(O)c1C2=O)CC(O)(C(=O)CO)CC3OC1CC(N)C(O)C(C)O1. Cell line: PA1. Synergy scores: synergy=-10.9. (5) Drug 1: CN(Cc1cnc2nc(N)nc(N)c2n1)c1ccc(C(=O)NC(CCC(=O)O)C(=O)O)cc1. Drug 2: NC1(c2ccc(-c3nc4ccn5c(=O)[nH]nc5c4cc3-c3ccccc3)cc2)CCC1. Cell line: T47D. Synergy scores: synergy=-15.3. (6) Drug 1: CCN(CC)CCNC(=O)c1c(C)[nH]c(C=C2C(=O)Nc3ccc(F)cc32)c1C. Drug 2: COC1CC2CCC(C)C(O)(O2)C(=O)C(=O)N2CCCCC2C(=O)OC(C(C)CC2CCC(OP(C)(C)=O)C(OC)C2)CC(=O)C(C)C=C(C)C(O)C(OC)C(=O)C(C)CC(C)C=CC=CC=C1C. Cell line: ZR751. Synergy scores: synergy=33.3. (7) Drug 1: COC12C(COC(N)=O)C3=C(C(=O)C(C)=C(N)C3=O)N1CC1NC12. Drug 2: CS(=O)(=O)CCNCc1ccc(-c2ccc3ncnc(Nc4ccc(OCc5cccc(F)c5)c(Cl)c4)c3c2)o1. Cell line: SKMES1. Synergy scores: synergy=5.82. (8) Drug 1: CN1C(=O)C=CC2(C)C3CCC4(C)C(NC(=O)OCC(F)(F)F)CCC4C3CCC12. Drug 2: Cc1nc(Nc2ncc(C(=O)Nc3c(C)cccc3Cl)s2)cc(N2CCN(CCO)CC2)n1. Cell line: MDAMB436. Synergy scores: synergy=2.32. (9) Drug 1: Cn1nnc2c(C(N)=O)ncn2c1=O. Drug 2: O=C(O)C1(Cc2cccc(Nc3nccs3)n2)CCC(Oc2cccc(Cl)c2F)CC1. Cell line: UWB1289BRCA1. Synergy scores: synergy=17.8.